From a dataset of Reaction yield outcomes from USPTO patents with 853,638 reactions. Predict the reaction yield, written as a fraction of the theoretical maximum amount of product (1.0 means a 100% yield; for example, 0.34 means a 34% yield). (1) The reactants are Br[C:2]1[CH:3]=[CH:4][C:5]([NH:13][C:14]2[C:19]([C:20]([F:23])([F:22])[F:21])=[CH:18][N:17]=[C:16]([NH:24][C:25]3[CH:39]=[CH:38][C:28]([CH2:29][P:30](=[O:37])([O:34][CH2:35][CH3:36])[O:31][CH2:32][CH3:33])=[CH:27][C:26]=3[O:40][CH3:41])[N:15]=2)=[C:6]2[C:10]=1[CH2:9][N:8]([CH3:11])[C:7]2=[O:12].OB(O)[C:44]1[CH:52]=[CH:51][C:47]([C:48]([OH:50])=[O:49])=[CH:46][CH:45]=1.C(=O)([O-])[O-].[K+].[K+].ClCCl. The catalyst is C1C=CC(P(C2C=CC=CC=2)[C-]2C=CC=C2)=CC=1.C1C=CC(P(C2C=CC=CC=2)[C-]2C=CC=C2)=CC=1.Cl[Pd]Cl.[Fe+2].O.O1CCOCC1. The product is [CH2:35]([O:34][P:30]([CH2:29][C:28]1[CH:38]=[CH:39][C:25]([NH:24][C:16]2[N:15]=[C:14]([NH:13][C:5]3[CH:4]=[CH:3][C:2]([C:44]4[CH:52]=[CH:51][C:47]([C:48]([OH:50])=[O:49])=[CH:46][CH:45]=4)=[C:10]4[C:6]=3[C:7](=[O:12])[N:8]([CH3:11])[CH2:9]4)[C:19]([C:20]([F:21])([F:23])[F:22])=[CH:18][N:17]=2)=[C:26]([O:40][CH3:41])[CH:27]=1)([O:31][CH2:32][CH3:33])=[O:37])[CH3:36]. The yield is 0.270. (2) The reactants are [N:1]1[CH:6]=[CH:5][CH:4]=[CH:3][CH:2]=1.[CH2:7](Br)[C:8]1[CH:13]=[CH:12][CH:11]=[CH:10][CH:9]=1.[BH4-].[Na+].Cl.[OH-].[Na+]. The catalyst is O.C(#N)C. The product is [CH2:7]([N:1]1[CH2:6][CH:5]=[CH:4][CH2:3][CH2:2]1)[C:8]1[CH:13]=[CH:12][CH:11]=[CH:10][CH:9]=1. The yield is 0.400. (3) The reactants are [C:1]1([CH:7]2[C:16]3[C:11]4=[C:12]([CH:21]([C:24]5[CH:29]=[CH:28][CH:27]=[CH:26][CH:25]=5)[CH2:22][CH2:23][N:10]4[CH2:9][CH2:8]2)[CH:13]=[C:14]([CH2:17][C:18]([OH:20])=O)[CH:15]=3)[CH:6]=[CH:5][CH:4]=[CH:3][CH:2]=1.[CH2:30]([NH2:32])[CH3:31].CCN=C=NCCCN(C)C.C1C=CC2N(O)N=NC=2C=1. The catalyst is ClCCl. The yield is 0.290. The product is [CH2:30]([NH:32][C:18](=[O:20])[CH2:17][C:14]1[CH:13]=[C:12]2[C:11]3=[C:16]([CH:7]([C:1]4[CH:6]=[CH:5][CH:4]=[CH:3][CH:2]=4)[CH2:8][CH2:9][N:10]3[CH2:23][CH2:22][CH:21]2[C:24]2[CH:25]=[CH:26][CH:27]=[CH:28][CH:29]=2)[CH:15]=1)[CH3:31]. (4) The reactants are C([NH:9][C:10]([NH:12][C:13]1[CH:18]=[C:17]([N:19]([CH2:21][CH2:22][O:23][CH3:24])[CH3:20])[CH:16]=[CH:15][C:14]=1[O:25][CH3:26])=[S:11])(=O)C1C=CC=CC=1.C[O-].[Na+]. The catalyst is CO. The product is [CH3:26][O:25][C:14]1[CH:15]=[CH:16][C:17]([N:19]([CH2:21][CH2:22][O:23][CH3:24])[CH3:20])=[CH:18][C:13]=1[NH:12][C:10]([NH2:9])=[S:11]. The yield is 0.970. (5) The reactants are Cl[C:2]1[C:11]([CH2:12][OH:13])=[CH:10][C:9]2[C:4](=[C:5]([CH3:14])[CH:6]=[CH:7][CH:8]=2)[N:3]=1.[CH3:15][O:16][C:17]1[CH:18]=[C:19](B(O)O)[CH:20]=[CH:21][CH:22]=1.C([O-])([O-])=O.[K+].[K+]. The catalyst is O1CCOCC1.O.C1C=CC([P]([Pd]([P](C2C=CC=CC=2)(C2C=CC=CC=2)C2C=CC=CC=2)([P](C2C=CC=CC=2)(C2C=CC=CC=2)C2C=CC=CC=2)[P](C2C=CC=CC=2)(C2C=CC=CC=2)C2C=CC=CC=2)(C2C=CC=CC=2)C2C=CC=CC=2)=CC=1. The product is [CH3:15][O:16][C:17]1[CH:22]=[C:21]([C:2]2[C:11]([CH2:12][OH:13])=[CH:10][C:9]3[C:4](=[C:5]([CH3:14])[CH:6]=[CH:7][CH:8]=3)[N:3]=2)[CH:20]=[CH:19][CH:18]=1. The yield is 0.760.